From a dataset of Forward reaction prediction with 1.9M reactions from USPTO patents (1976-2016). Predict the product of the given reaction. (1) The product is: [F:21][C:22]1[CH:27]=[C:26]([C:15]#[C:14][C:11]2[CH:12]=[CH:13][C:8]([N:4]3[CH2:3][C:2]([CH3:20])([CH3:1])[O:6][C:5]3=[O:7])=[N:9][CH:10]=2)[CH:25]=[N:24][CH:23]=1. Given the reactants [CH3:1][C:2]1([CH3:20])[O:6][C:5](=[O:7])[N:4]([C:8]2[CH:13]=[CH:12][C:11]([C:14]#[C:15][Si](C)(C)C)=[CH:10][N:9]=2)[CH2:3]1.[F:21][C:22]1[CH:23]=[N:24][CH:25]=[C:26](I)[CH:27]=1.CCN(CC)CC.C1(P(C2C=CC=CC=2)C2C=CC=CC=2)C=CC=CC=1.CCCC[N+](CCCC)(CCCC)CCCC.[F-].C([O-])(O)=O.[Na+], predict the reaction product. (2) Given the reactants C[Al](C)C.C1(C)C=CC=CC=1.[NH2:12][C:13]1([CH2:29][O:30][CH:31]([CH:34]2[CH2:39][CH2:38][CH2:37][CH2:36][CH2:35]2)[C:32]#[N:33])[C:26]2[CH:25]=[C:24]([Cl:27])[N:23]=[CH:22][C:21]=2[O:20][C:19]2[C:14]1=[CH:15][C:16]([Br:28])=[CH:17][CH:18]=2.Cl, predict the reaction product. The product is: [Br:28][C:16]1[CH:15]=[C:14]2[C:13]3([N:12]=[C:32]([NH2:33])[CH:31]([CH:34]4[CH2:39][CH2:38][CH2:37][CH2:36][CH2:35]4)[O:30][CH2:29]3)[C:26]3[CH:25]=[C:24]([Cl:27])[N:23]=[CH:22][C:21]=3[O:20][C:19]2=[CH:18][CH:17]=1.